Dataset: Full USPTO retrosynthesis dataset with 1.9M reactions from patents (1976-2016). Task: Predict the reactants needed to synthesize the given product. (1) Given the product [OH:3][C:1]([C:4]1[CH:13]=[C:12]2[C:7]([CH:8]=[C:9]([NH:14][C:15](=[O:29])[C:16]3[CH:21]=[CH:20][C:19](/[CH:22]=[CH:23]/[C:24]([F:27])([F:25])[F:26])=[CH:18][C:17]=3[CH3:28])[CH:10]=[N:11]2)=[N:6][CH:5]=1)([CH3:31])[CH3:2], predict the reactants needed to synthesize it. The reactants are: [C:1]([C:4]1[CH:13]=[C:12]2[C:7]([CH:8]=[C:9]([NH:14][C:15](=[O:29])[C:16]3[CH:21]=[CH:20][C:19](/[CH:22]=[CH:23]/[C:24]([F:27])([F:26])[F:25])=[CH:18][C:17]=3[CH3:28])[CH:10]=[N:11]2)=[N:6][CH:5]=1)(=[O:3])[CH3:2].[Li][CH3:31]. (2) Given the product [Cl:19][C:15]1[N:14]=[N:13][C:12]([O:11][C:8]2[CH:9]=[CH:10][C:5]([OH:4])=[CH:6][C:7]=2[CH3:20])=[C:17]([OH:25])[CH:16]=1, predict the reactants needed to synthesize it. The reactants are: C([O:4][C:5]1[CH:10]=[CH:9][C:8]([O:11][C:12]2[N:13]=[N:14][C:15]([Cl:19])=[CH:16][C:17]=2Cl)=[C:7]([CH3:20])[CH:6]=1)(=O)C.[OH-].[Na+].CS(C)=[O:25].Cl. (3) Given the product [Cl:15][CH2:16][C:17]1[S:21][C:20]([CH2:22][NH:5][C:4]2[CH:6]=[C:7]([C:10]3[O:14][CH:13]=[N:12][CH:11]=3)[CH:8]=[CH:9][C:3]=2[O:2][CH3:1])=[CH:19][CH:18]=1, predict the reactants needed to synthesize it. The reactants are: [CH3:1][O:2][C:3]1[CH:9]=[CH:8][C:7]([C:10]2[O:14][CH:13]=[N:12][CH:11]=2)=[CH:6][C:4]=1[NH2:5].[Cl:15][CH2:16][C:17]1[S:21][C:20]([CH:22]=O)=[CH:19][CH:18]=1. (4) Given the product [OH:19]/[N:18]=[C:2](/[C:11]1[CH:16]=[CH:15][CH:14]=[CH:13][CH:12]=1)\[CH2:3][CH2:4][CH2:5][C:6]([O:8][CH2:9][CH3:10])=[O:7], predict the reactants needed to synthesize it. The reactants are: O=[C:2]([C:11]1[CH:16]=[CH:15][CH:14]=[CH:13][CH:12]=1)[CH2:3][CH2:4][CH2:5][C:6]([O:8][CH2:9][CH3:10])=[O:7].Cl.[NH2:18][OH:19].C([O-])(=O)C.[Na+]. (5) Given the product [CH2:1]([NH:3][CH2:4][CH2:5][N:6]1[CH2:12][CH2:11][CH2:10][C:9]2[NH:13][C:14](/[CH:17]=[C:24]3\[C:25](=[O:30])[NH:26][C:27]4[C:23]\3=[CH:22][C:21]([F:20])=[CH:29][CH:28]=4)=[C:15]([CH3:16])[C:8]=2[C:7]1=[O:19])[CH3:2], predict the reactants needed to synthesize it. The reactants are: [CH2:1]([NH:3][CH2:4][CH2:5][N:6]1[CH2:12][CH2:11][CH2:10][C:9]2[NH:13][C:14]([CH:17]=O)=[C:15]([CH3:16])[C:8]=2[C:7]1=[O:19])[CH3:2].[F:20][C:21]1[CH:22]=[C:23]2[C:27](=[CH:28][CH:29]=1)[NH:26][C:25](=[O:30])[CH2:24]2.N1CCCCC1. (6) Given the product [CH3:19][O:18][C:16]([C:12]1[CH:11]=[C:10]([CH2:9][CH2:8][CH2:7][C@H:3]([NH:2][C:42](=[O:43])[C@H:25]([CH2:24][C:23]2[CH:45]=[CH:46][CH:47]=[C:21]([CH3:20])[CH:22]=2)[NH:26][C:27](=[O:41])[CH:28]([C:29]2[CH:34]=[CH:33][CH:32]=[CH:31][CH:30]=2)[C:35]2[CH:36]=[CH:37][CH:38]=[CH:39][CH:40]=2)[C:4]([NH2:6])=[O:5])[CH:15]=[CH:14][CH:13]=1)=[O:17], predict the reactants needed to synthesize it. The reactants are: Cl.[NH2:2][C@@H:3]([CH2:7][CH2:8][CH2:9][C:10]1[CH:15]=[CH:14][CH:13]=[C:12]([C:16]([O:18][CH3:19])=[O:17])[CH:11]=1)[C:4]([NH2:6])=[O:5].[CH3:20][C:21]1[CH:22]=[C:23]([CH:45]=[CH:46][CH:47]=1)[CH2:24][C@@H:25]([C:42](O)=[O:43])[NH:26][C:27](=[O:41])[CH:28]([C:35]1[CH:40]=[CH:39][CH:38]=[CH:37][CH:36]=1)[C:29]1[CH:34]=[CH:33][CH:32]=[CH:31][CH:30]=1.O.ON1C2C=CC=CC=2N=N1.CN1CCOCC1.CN(C)CCCN=C=NCC.Cl. (7) Given the product [F:25][C:26]1[CH:27]=[CH:28][C:29]([O:34][CH2:35][C:36]#[C:37][C:38]2[CH:43]=[CH:42][C:41]([C:44]([F:45])([F:46])[F:47])=[CH:40][CH:39]=2)=[C:30]([CH:31]=1)[CH2:21][Br:24], predict the reactants needed to synthesize it. The reactants are: C1(P(C2C=CC=CC=2)C2C=CC=CC=2)C=CC=CC=1.Br[C:21]([Br:24])(Br)Br.[F:25][C:26]1[CH:27]=[CH:28][C:29]([O:34][CH2:35][C:36]#[C:37][C:38]2[CH:43]=[CH:42][C:41]([C:44]([F:47])([F:46])[F:45])=[CH:40][CH:39]=2)=[C:30](CO)[CH:31]=1.